From a dataset of NCI-60 drug combinations with 297,098 pairs across 59 cell lines. Regression. Given two drug SMILES strings and cell line genomic features, predict the synergy score measuring deviation from expected non-interaction effect. (1) Drug 1: CC1=C2C(C(=O)C3(C(CC4C(C3C(C(C2(C)C)(CC1OC(=O)C(C(C5=CC=CC=C5)NC(=O)OC(C)(C)C)O)O)OC(=O)C6=CC=CC=C6)(CO4)OC(=O)C)OC)C)OC. Drug 2: CN(CC1=CN=C2C(=N1)C(=NC(=N2)N)N)C3=CC=C(C=C3)C(=O)NC(CCC(=O)O)C(=O)O. Cell line: COLO 205. Synergy scores: CSS=63.4, Synergy_ZIP=1.92, Synergy_Bliss=1.06, Synergy_Loewe=-8.85, Synergy_HSA=3.93. (2) Drug 1: C1=NC2=C(N1)C(=S)N=CN2. Drug 2: COCCOC1=C(C=C2C(=C1)C(=NC=N2)NC3=CC=CC(=C3)C#C)OCCOC.Cl. Cell line: NCI/ADR-RES. Synergy scores: CSS=18.8, Synergy_ZIP=-6.68, Synergy_Bliss=-3.93, Synergy_Loewe=-6.07, Synergy_HSA=-1.70. (3) Drug 1: CC1C(C(=O)NC(C(=O)N2CCCC2C(=O)N(CC(=O)N(C(C(=O)O1)C(C)C)C)C)C(C)C)NC(=O)C3=C4C(=C(C=C3)C)OC5=C(C(=O)C(=C(C5=N4)C(=O)NC6C(OC(=O)C(N(C(=O)CN(C(=O)C7CCCN7C(=O)C(NC6=O)C(C)C)C)C)C(C)C)C)N)C. Drug 2: CC1=C2C(C(=O)C3(C(CC4C(C3C(C(C2(C)C)(CC1OC(=O)C(C(C5=CC=CC=C5)NC(=O)C6=CC=CC=C6)O)O)OC(=O)C7=CC=CC=C7)(CO4)OC(=O)C)O)C)OC(=O)C. Cell line: OVCAR-4. Synergy scores: CSS=23.4, Synergy_ZIP=3.36, Synergy_Bliss=2.93, Synergy_Loewe=-15.7, Synergy_HSA=-4.83. (4) Drug 1: CN1CCC(CC1)COC2=C(C=C3C(=C2)N=CN=C3NC4=C(C=C(C=C4)Br)F)OC. Drug 2: CC1C(C(CC(O1)OC2CC(CC3=C2C(=C4C(=C3O)C(=O)C5=C(C4=O)C(=CC=C5)OC)O)(C(=O)C)O)N)O.Cl. Cell line: MALME-3M. Synergy scores: CSS=33.3, Synergy_ZIP=-4.78, Synergy_Bliss=5.04, Synergy_Loewe=-8.84, Synergy_HSA=2.98. (5) Drug 1: C1CN1P(=S)(N2CC2)N3CC3. Drug 2: CC(C)NC(=O)C1=CC=C(C=C1)CNNC.Cl. Cell line: UACC-257. Synergy scores: CSS=-1.71, Synergy_ZIP=-1.41, Synergy_Bliss=-3.18, Synergy_Loewe=-6.09, Synergy_HSA=-5.42. (6) Drug 2: CCC1(C2=C(COC1=O)C(=O)N3CC4=CC5=C(C=CC(=C5CN(C)C)O)N=C4C3=C2)O.Cl. Synergy scores: CSS=52.5, Synergy_ZIP=2.97, Synergy_Bliss=4.43, Synergy_Loewe=4.01, Synergy_HSA=4.39. Cell line: HCT-15. Drug 1: C1CN1C2=NC(=NC(=N2)N3CC3)N4CC4. (7) Drug 1: CC1=C2C(C(=O)C3(C(CC4C(C3C(C(C2(C)C)(CC1OC(=O)C(C(C5=CC=CC=C5)NC(=O)OC(C)(C)C)O)O)OC(=O)C6=CC=CC=C6)(CO4)OC(=O)C)O)C)O. Drug 2: C(=O)(N)NO. Cell line: SF-268. Synergy scores: CSS=6.77, Synergy_ZIP=-3.34, Synergy_Bliss=0.202, Synergy_Loewe=-26.4, Synergy_HSA=-5.45. (8) Drug 1: C(=O)(N)NO. Drug 2: COC1=NC(=NC2=C1N=CN2C3C(C(C(O3)CO)O)O)N. Cell line: BT-549. Synergy scores: CSS=16.3, Synergy_ZIP=-2.16, Synergy_Bliss=1.55, Synergy_Loewe=-5.21, Synergy_HSA=0.206.